From a dataset of Catalyst prediction with 721,799 reactions and 888 catalyst types from USPTO. Predict which catalyst facilitates the given reaction. (1) Reactant: [C:1]([O:9][CH:10]1[CH2:15][CH2:14][N:13]([CH2:16][CH:17]([OH:21])[CH2:18][C:19]#[N:20])[CH2:12][CH:11]1[F:22])(=[O:8])[C:2]1[CH:7]=[CH:6][CH:5]=[CH:4][CH:3]=1.C(N(CC)CC)C.[CH3:30][S:31](Cl)(=[O:33])=[O:32]. Product: [C:1]([O:9][CH:10]1[CH2:15][CH2:14][N:13]([CH2:16][CH:17]([O:21][S:31]([CH3:30])(=[O:33])=[O:32])[CH2:18][C:19]#[N:20])[CH2:12][CH:11]1[F:22])(=[O:8])[C:2]1[CH:3]=[CH:4][CH:5]=[CH:6][CH:7]=1. The catalyst class is: 2. (2) Reactant: [NH2:1][C:2]1[N:10]=[CH:9][C:8]([Cl:11])=[CH:7][C:3]=1[C:4]([NH2:6])=[O:5].[Br:12][CH2:13][C:14]1[CH:19]=[C:18]([S:20]([CH3:23])(=[O:22])=[O:21])[CH:17]=[CH:16][C:15]=1[O:24][CH3:25]. Product: [BrH:12].[Cl:11][C:8]1[CH:7]=[C:3]([C:4]([NH2:6])=[O:5])[C:2](=[NH:1])[N:10]([CH2:13][C:14]2[CH:19]=[C:18]([S:20]([CH3:23])(=[O:22])=[O:21])[CH:17]=[CH:16][C:15]=2[O:24][CH3:25])[CH:9]=1. The catalyst class is: 42. (3) Reactant: [NH2:1][C:2]1[CH:11]=[CH:10][C:9]2[C:8]3[C:12]4[NH:19][CH2:18][C@@H:17]([CH3:20])[NH:16][C:15](=[O:21])[C:13]=4[S:14][C:7]=3[CH:6]=[CH:5][C:4]=2[N:3]=1.[Cl:22][C:23]1[N:28]=[C:27](Cl)[C:26]([C:30]([O:32][CH2:33][CH3:34])=[O:31])=[CH:25][N:24]=1.CCN(C(C)C)C(C)C.CC(O)C. Product: [Cl:22][C:23]1[N:24]=[C:25]([NH:1][C:2]2[CH:11]=[CH:10][C:9]3[C:8]4[C:12]5[NH:19][CH2:18][C@@H:17]([CH3:20])[NH:16][C:15](=[O:21])[C:13]=5[S:14][C:7]=4[CH:6]=[CH:5][C:4]=3[N:3]=2)[C:26]([C:30]([O:32][CH2:33][CH3:34])=[O:31])=[CH:27][N:28]=1. The catalyst class is: 27.